From a dataset of Catalyst prediction with 721,799 reactions and 888 catalyst types from USPTO. Predict which catalyst facilitates the given reaction. (1) Reactant: [CH2:1]([O:8][C:9]([NH:11][C@H:12]([P:14]([OH:33])([O:16][C@@H:17]([CH2:21][CH2:22][CH2:23][CH2:24][NH:25]C(OC(C)(C)C)=O)[C:18]([OH:20])=[O:19])=[O:15])[CH3:13])=[O:10])[C:2]1[CH:7]=[CH:6][CH:5]=[CH:4][CH:3]=1.C1(OC)C=CC=CC=1.[F:42][C:43]([F:48])([F:47])[C:44]([OH:46])=[O:45]. Product: [F:42][C:43]([F:48])([F:47])[C:44]([OH:46])=[O:45].[NH2:25][CH2:24][CH2:23][CH2:22][CH2:21][C@H:17]([O:16][P:14]([C@@H:12]([NH:11][C:9]([O:8][CH2:1][C:2]1[CH:3]=[CH:4][CH:5]=[CH:6][CH:7]=1)=[O:10])[CH3:13])([OH:33])=[O:15])[C:18]([OH:20])=[O:19]. The catalyst class is: 4. (2) Reactant: [CH3:1][C:2]1([CH3:10])[CH2:7][CH:6]([CH:8]=O)[CH2:5][CH2:4][O:3]1.C1(P(C2C=CC=CC=2)(C2C=CC=CC=2)=[CH:18][C:19]([O:21][C:22]([CH3:25])([CH3:24])[CH3:23])=[O:20])C=CC=CC=1. The catalyst class is: 2. Product: [CH3:1][C:2]1([CH3:10])[CH2:7][CH:6](/[CH:8]=[CH:18]/[C:19]([O:21][C:22]([CH3:25])([CH3:24])[CH3:23])=[O:20])[CH2:5][CH2:4][O:3]1.